From a dataset of Forward reaction prediction with 1.9M reactions from USPTO patents (1976-2016). Predict the product of the given reaction. (1) Given the reactants Cl[C:2]1[N:7]=[C:6]([C:8]([F:11])([F:10])[F:9])[CH:5]=[C:4]([C:12]2[CH:17]=[CH:16][C:15]([C:18]([F:21])([F:20])[F:19])=[CH:14][CH:13]=2)[N:3]=1.[Br:22][C:23]1[N:24]=[CH:25][NH:26][CH:27]=1, predict the reaction product. The product is: [Br:22][C:23]1[N:24]=[CH:25][N:26]([C:2]2[N:7]=[C:6]([C:8]([F:11])([F:10])[F:9])[CH:5]=[C:4]([C:12]3[CH:17]=[CH:16][C:15]([C:18]([F:21])([F:20])[F:19])=[CH:14][CH:13]=3)[N:3]=2)[CH:27]=1. (2) Given the reactants Cl[C:2]([O:4][CH2:5][CH3:6])=[O:3].[NH2:7][C:8]1[CH:9]=[CH:10][C:11]([Cl:16])=[C:12]([CH:15]=1)[C:13]#[N:14].N1C=CC=CC=1.O, predict the reaction product. The product is: [Cl:16][C:11]1[CH:10]=[CH:9][C:8]([NH:7][C:2](=[O:3])[O:4][CH2:5][CH3:6])=[CH:15][C:12]=1[C:13]#[N:14].